Predict the product of the given reaction. From a dataset of Forward reaction prediction with 1.9M reactions from USPTO patents (1976-2016). (1) Given the reactants [Cl:1][C:2]1[N:7]=[C:6]([NH2:8])[CH:5]=[CH:4][CH:3]=1.N1C=CC=CC=1.[C:15]1([S:21](Cl)(=[O:23])=[O:22])[CH:20]=[CH:19][CH:18]=[CH:17][CH:16]=1, predict the reaction product. The product is: [Cl:1][C:2]1[N:7]=[C:6]([NH:8][S:21]([C:15]2[CH:20]=[CH:19][CH:18]=[CH:17][CH:16]=2)(=[O:23])=[O:22])[CH:5]=[CH:4][CH:3]=1. (2) The product is: [F:1][C:2]1[CH:7]=[CH:6][CH:5]=[C:4]([OH:10])[C:3]=1[OH:9]. Given the reactants [F:1][C:2]1[CH:7]=[CH:6][CH:5]=[C:4](I)[C:3]=1[OH:9].[OH-:10].[K+].Cl, predict the reaction product.